The task is: Predict the reaction yield, written as a fraction of the theoretical maximum amount of product (1.0 means a 100% yield; for example, 0.34 means a 34% yield).. This data is from Reaction yield outcomes from USPTO patents with 853,638 reactions. (1) The reactants are [Br:1][C:2]1[CH:6]=[C:5](Br)[S:4][C:3]=1[C:8]([O:10][CH3:11])=[O:9].[O:12]([C:19]1[CH:24]=[CH:23][C:22](B(O)O)=[CH:21][CH:20]=1)[C:13]1[CH:18]=[CH:17][CH:16]=[CH:15][CH:14]=1. The catalyst is C1(C)C=CC=CC=1.C([O-])([O-])=O.[K+].[K+].CCOC(C)=O.C1C=CC([P]([Pd]([P](C2C=CC=CC=2)(C2C=CC=CC=2)C2C=CC=CC=2)([P](C2C=CC=CC=2)(C2C=CC=CC=2)C2C=CC=CC=2)[P](C2C=CC=CC=2)(C2C=CC=CC=2)C2C=CC=CC=2)(C2C=CC=CC=2)C2C=CC=CC=2)=CC=1. The product is [Br:1][C:2]1[CH:6]=[C:5]([C:22]2[CH:23]=[CH:24][C:19]([O:12][C:13]3[CH:18]=[CH:17][CH:16]=[CH:15][CH:14]=3)=[CH:20][CH:21]=2)[S:4][C:3]=1[C:8]([O:10][CH3:11])=[O:9]. The yield is 0.460. (2) The reactants are [OH:1][CH:2]1[CH2:5][N:4]([C:6]([C:8]2[O:9][C:10]([C:13]3[CH:18]=[CH:17][C:16]([O:19][CH3:20])=[CH:15][CH:14]=3)=[N:11][N:12]=2)=[O:7])[CH2:3]1.C(N(CC)CC)C.[CH3:28][S:29](Cl)(=[O:31])=[O:30]. The catalyst is ClCCl. The product is [CH3:28][S:29]([O:1][CH:2]1[CH2:5][N:4]([C:6]([C:8]2[O:9][C:10]([C:13]3[CH:18]=[CH:17][C:16]([O:19][CH3:20])=[CH:15][CH:14]=3)=[N:11][N:12]=2)=[O:7])[CH2:3]1)(=[O:31])=[O:30]. The yield is 0.720. (3) The reactants are [NH2:1][C:2]1[NH:7][C:6](=[O:8])[C:5]([CH2:9][NH:10][C:11]([C@H:13]2[CH2:18][CH2:17][C@H:16]([C:19]([O:21][CH3:22])=[O:20])[CH2:15][CH2:14]2)=O)=[N:4][N:3]=1.O=P(Cl)(Cl)Cl. The catalyst is ClCCCl. The product is [NH2:1][C:2]1[NH:7][C:6](=[O:8])[C:5]2=[CH:9][N:10]=[C:11]([C@H:13]3[CH2:18][CH2:17][C@H:16]([C:19]([O:21][CH3:22])=[O:20])[CH2:15][CH2:14]3)[N:4]2[N:3]=1. The yield is 0.760. (4) The reactants are [CH3:1][C:2]1[CH:7]=[CH:6][C:5]([S:8](Cl)(=[O:10])=[O:9])=[CH:4][CH:3]=1.CCN(CC)CC.[F:19][C:20]([F:24])([F:23])[CH2:21][OH:22].O. The catalyst is C(Cl)Cl. The product is [CH3:1][C:2]1[CH:7]=[CH:6][C:5]([S:8]([O:22][CH2:21][C:20]([F:24])([F:23])[F:19])(=[O:10])=[O:9])=[CH:4][CH:3]=1. The yield is 0.930. (5) The reactants are [C:1]1([C:7]2[O:8][C:9]([CH3:14])=[C:10]([CH2:12]Cl)[N:11]=2)[CH:6]=[CH:5][CH:4]=[CH:3][CH:2]=1.[CH2:15]([O:17][C:18]([C:20]1([CH2:25][C:26]2[CH:35]=[CH:34][C:33]3[C:28](=[CH:29][CH:30]=[C:31]([OH:36])[CH:32]=3)[CH:27]=2)[CH2:24][CH2:23][CH2:22][O:21]1)=[O:19])[CH3:16].C(=O)([O-])[O-].[Cs+].[Cs+]. The catalyst is C(#N)C. The product is [CH2:15]([O:17][C:18]([C:20]1([CH2:25][C:26]2[CH:35]=[CH:34][C:33]3[C:28](=[CH:29][CH:30]=[C:31]([O:36][CH2:12][C:10]4[N:11]=[C:7]([C:1]5[CH:6]=[CH:5][CH:4]=[CH:3][CH:2]=5)[O:8][C:9]=4[CH3:14])[CH:32]=3)[CH:27]=2)[CH2:24][CH2:23][CH2:22][O:21]1)=[O:19])[CH3:16]. The yield is 0.600. (6) The reactants are P(Cl)(Cl)(Cl)(Cl)[Cl:2].[I:7][C:8]1[CH:26]=[CH:25][C:11]([C:12]([NH:14][CH2:15][CH2:16][C:17]2[CH:22]=[CH:21][CH:20]=[C:19]([O:23][CH3:24])[CH:18]=2)=O)=[CH:10][CH:9]=1.CCCCCC.CCOCC. The catalyst is C(Cl)(Cl)Cl. The product is [ClH:2].[I:7][C:8]1[CH:26]=[CH:25][C:11]([C:12]2[C:22]3[C:17](=[CH:18][C:19]([O:23][CH3:24])=[CH:20][CH:21]=3)[CH2:16][CH2:15][N:14]=2)=[CH:10][CH:9]=1. The yield is 0.720.